From a dataset of Reaction yield outcomes from USPTO patents with 853,638 reactions. Predict the reaction yield, written as a fraction of the theoretical maximum amount of product (1.0 means a 100% yield; for example, 0.34 means a 34% yield). (1) The yield is 0.330. The reactants are [ClH:1].[CH3:2][N:3]1[CH2:8][CH2:7][N:6]([C:9]2[CH:14]=[CH:13][C:12]([NH:15][C:16]([NH2:18])=[NH:17])=[CH:11][CH:10]=2)[CH2:5][CH2:4]1.[OH-].[Na+].[CH:21](O)([CH3:23])[CH3:22]. No catalyst specified. The product is [Cl:1][C:22]1[N:6]=[CH:9][C:10]([C:11]2[CH:12]=[CH:13][N:18]=[C:16]([NH:15][C:12]3[CH:11]=[CH:10][C:9]([N:6]4[CH2:7][CH2:8][N:3]([CH3:2])[CH2:4][CH2:5]4)=[CH:14][CH:13]=3)[N:17]=2)=[CH:23][CH:21]=1. (2) The reactants are [CH3:1][O:2][C:3](=[O:24])[CH:4]([N:6]1[CH:11]=[CH:10][CH:9]=[C:8]([NH:12]C(OCC2C=CC=CC=2)=O)[C:7]1=[O:23])[CH3:5]. The catalyst is [Pd].CO. The product is [NH2:12][C:8]1[C:7](=[O:23])[N:6]([CH:4]([CH3:5])[C:3]([O:2][CH3:1])=[O:24])[CH:11]=[CH:10][CH:9]=1. The yield is 1.00. (3) The reactants are S(Cl)([Cl:3])=O.[CH3:5][O:6][C:7](=[O:26])[C@@H:8]([CH2:14][C:15]1[C:16]([CH2:24]O)=[C:17]2[C:21](=[CH:22][CH:23]=1)[NH:20][N:19]=[CH:18]2)[CH2:9][C:10]([O:12][CH3:13])=[O:11]. The catalyst is ClCCl. The product is [ClH:3].[CH3:5][O:6][C:7](=[O:26])[C@@H:8]([CH2:14][C:15]1[C:16]([CH2:24][Cl:3])=[C:17]2[C:21](=[CH:22][CH:23]=1)[NH:20][N:19]=[CH:18]2)[CH2:9][C:10]([O:12][CH3:13])=[O:11]. The yield is 0.960. (4) The reactants are [Cl:1][C:2]1[C:3]2[N:4]([C:8]([C:20]3[CH:25]=[CH:24][N:23]=[C:22]([NH:26][CH:27]4[CH2:31][CH2:30][CH2:29][CH2:28]4)[N:21]=3)=[C:9]([C:11]3[CH:16]=[CH:15][CH:14]=[C:13]([N+:17]([O-])=O)[CH:12]=3)[N:10]=2)[CH:5]=[CH:6][CH:7]=1.O.O.[Sn](Cl)Cl. The catalyst is C(O)C. The product is [NH2:17][C:13]1[CH:12]=[C:11]([C:9]2[N:10]=[C:3]3[C:2]([Cl:1])=[CH:7][CH:6]=[CH:5][N:4]3[C:8]=2[C:20]2[CH:25]=[CH:24][N:23]=[C:22]([NH:26][CH:27]3[CH2:31][CH2:30][CH2:29][CH2:28]3)[N:21]=2)[CH:16]=[CH:15][CH:14]=1. The yield is 0.990. (5) The reactants are C[O:2][C:3]([C:5]1([C:8]2[CH:9]=[CH:10][C:11]3[O:15][CH2:14][C:13]([CH3:17])([CH3:16])[C:12]=3[CH:18]=2)[CH2:7][CH2:6]1)=[O:4].[Li+].[OH-].Cl. The catalyst is CO. The product is [CH3:16][C:13]1([CH3:17])[C:12]2[CH:18]=[C:8]([C:5]3([C:3]([OH:4])=[O:2])[CH2:6][CH2:7]3)[CH:9]=[CH:10][C:11]=2[O:15][CH2:14]1. The yield is 0.410. (6) The reactants are [CH:1]1([C:4]2[C:9]([OH:10])=[C:8]([CH:11]=[CH2:12])[C:7]([CH3:13])=[C:6]([N+:14]([O-:16])=[O:15])[CH:5]=2)[CH2:3][CH2:2]1.C(N(CC)CC)C.[S:24](O[S:24]([C:27]([F:30])([F:29])[F:28])(=[O:26])=[O:25])([C:27]([F:30])([F:29])[F:28])(=[O:26])=[O:25].O. The catalyst is ClCCl. The product is [F:28][C:27]([F:30])([F:29])[S:24]([O:10][C:9]1[C:4]([CH:1]2[CH2:3][CH2:2]2)=[CH:5][C:6]([N+:14]([O-:16])=[O:15])=[C:7]([CH3:13])[C:8]=1[CH:11]=[CH2:12])(=[O:26])=[O:25]. The yield is 1.00. (7) The reactants are C([N:8]1[CH:12]=[CH:11][N:10]=[C:9]1[CH2:13][O:14][C:15]1[CH:43]=[CH:42][C:18]2[NH:19][C:20]([C:25]3[C:26](=[O:41])[N:27]([NH:36][CH2:37][CH:38]4[CH2:40][CH2:39]4)[C:28]4[C:33]([C:34]=3[OH:35])=[CH:32][CH:31]=[CH:30][CH:29]=4)=[N:21][S:22](=[O:24])(=[O:23])[C:17]=2[CH:16]=1)C1C=CC=CC=1. The catalyst is CN(C)C=O.[Pd]. The product is [CH:38]1([CH2:37][NH:36][N:27]2[C:28]3[C:33](=[CH:32][CH:31]=[CH:30][CH:29]=3)[C:34]([OH:35])=[C:25]([C:20]3[NH:19][C:18]4[CH:42]=[CH:43][C:15]([O:14][CH2:13][C:9]5[NH:10][CH:11]=[CH:12][N:8]=5)=[CH:16][C:17]=4[S:22](=[O:23])(=[O:24])[N:21]=3)[C:26]2=[O:41])[CH2:40][CH2:39]1. The yield is 0.440.